This data is from Catalyst prediction with 721,799 reactions and 888 catalyst types from USPTO. The task is: Predict which catalyst facilitates the given reaction. (1) Reactant: [CH2:1]([N:8]1[C:16]2[C:15](=[O:17])[NH:14][CH:13]=[N:12][C:11]=2[C:10]([C:18]([O:20]CC)=[O:19])=[CH:9]1)[C:2]1[CH:7]=[CH:6][CH:5]=[CH:4][CH:3]=1.O.[OH-].[Li+]. Product: [CH2:1]([N:8]1[C:16]2[C:15](=[O:17])[NH:14][CH:13]=[N:12][C:11]=2[C:10]([C:18]([OH:20])=[O:19])=[CH:9]1)[C:2]1[CH:7]=[CH:6][CH:5]=[CH:4][CH:3]=1. The catalyst class is: 20. (2) Reactant: [OH:1][N:2]1[C:6](=[O:7])[C:5]2=[CH:8][CH:9]=[CH:10][CH:11]=[C:4]2[C:3]1=[O:12].O[CH:14]1[CH2:19][CH2:18][N:17]([C:20]([NH:29][C:30](=[O:36])[O:31][C:32]([CH3:35])([CH3:34])[CH3:33])=[N:21][C:22](=[O:28])[O:23][C:24]([CH3:27])([CH3:26])[CH3:25])[CH2:16][CH2:15]1.C1(P(C2C=CC=CC=2)C2C=CC=CC=2)C=CC=CC=1.N(C(OC(C)C)=O)=NC(OC(C)C)=O. Product: [O:7]=[C:6]1[C:5]2[C:4](=[CH:11][CH:10]=[CH:9][CH:8]=2)[C:3](=[O:12])[N:2]1[O:1][CH:14]1[CH2:19][CH2:18][N:17]([C:20]([NH:29][C:30](=[O:36])[O:31][C:32]([CH3:35])([CH3:34])[CH3:33])=[N:21][C:22](=[O:28])[O:23][C:24]([CH3:27])([CH3:26])[CH3:25])[CH2:16][CH2:15]1. The catalyst class is: 1. (3) Reactant: [F:1][C:2]1[CH:10]=[C:9]2[C:5]([CH2:6][CH2:7][NH:8]2)=[CH:4][CH:3]=1.[C:11]([N:18]1[CH2:23][CH2:22][C:21](=O)[CH2:20][CH2:19]1)([O:13][C:14]([CH3:17])([CH3:16])[CH3:15])=[O:12].[BH-](OC(C)=O)(OC(C)=O)OC(C)=O.[Na+].C([O-])([O-])=O.[Na+].[Na+]. Product: [F:1][C:2]1[CH:10]=[C:9]2[C:5]([CH2:6][CH2:7][N:8]2[CH:21]2[CH2:22][CH2:23][N:18]([C:11]([O:13][C:14]([CH3:17])([CH3:16])[CH3:15])=[O:12])[CH2:19][CH2:20]2)=[CH:4][CH:3]=1. The catalyst class is: 2.